The task is: Predict which catalyst facilitates the given reaction.. This data is from Catalyst prediction with 721,799 reactions and 888 catalyst types from USPTO. (1) The catalyst class is: 2. Reactant: C(OC(=O)[NH:7][C@@H:8]1[C:17]2[C:12](=[CH:13][CH:14]=[CH:15][CH:16]=2)[C@@H:11]([O:18][C:19]2[CH:24]=[CH:23][N:22]=[C:21]([NH:25][C:26](=[O:30])[CH2:27][O:28][CH3:29])[CH:20]=2)[CH2:10][CH2:9]1)(C)(C)C.C(O)(C(F)(F)F)=O. Product: [NH3:7].[NH2:7][C@@H:8]1[C:17]2[C:12](=[CH:13][CH:14]=[CH:15][CH:16]=2)[C@@H:11]([O:18][C:19]2[CH:24]=[CH:23][N:22]=[C:21]([NH:25][C:26](=[O:30])[CH2:27][O:28][CH3:29])[CH:20]=2)[CH2:10][CH2:9]1. (2) Reactant: Cl.[F:2][C:3]1[CH:8]=[CH:7][C:6]([CH:9]([C:17]2[CH:22]=[CH:21][C:20]([F:23])=[CH:19][CH:18]=2)[CH:10]2[C:15](=[O:16])[CH2:14][CH2:13][NH:12][CH2:11]2)=[CH:5][CH:4]=1.[C:24]1([C:30]2[CH:37]=[CH:36][CH:35]=[CH:34][C:31]=2[CH2:32]Br)[CH:29]=[CH:28][CH:27]=[CH:26][CH:25]=1.C(=O)([O-])[O-].[K+].[K+]. Product: [F:2][C:3]1[CH:8]=[CH:7][C:6]([CH:9]([C:17]2[CH:18]=[CH:19][C:20]([F:23])=[CH:21][CH:22]=2)[CH:10]2[C:15](=[O:16])[CH2:14][CH2:13][N:12]([CH2:32][C:31]3[CH:34]=[CH:35][CH:36]=[CH:37][C:30]=3[C:24]3[CH:29]=[CH:28][CH:27]=[CH:26][CH:25]=3)[CH2:11]2)=[CH:5][CH:4]=1. The catalyst class is: 9. (3) Reactant: [CH3:1][O:2][C:3](=[O:22])[C:4]1[CH:9]=[CH:8][CH:7]=[C:6]([S:10][C:11]2[C:19]3[C:14](=[CH:15][C:16]([Cl:20])=[CH:17][CH:18]=3)[NH:13][C:12]=2[CH3:21])[CH:5]=1.[CH3:23][Si]([N-][Si](C)(C)C)(C)C.[Li+].IC. Product: [CH3:1][O:2][C:3](=[O:22])[C:4]1[CH:9]=[CH:8][CH:7]=[C:6]([S:10][C:11]2[C:19]3[C:14](=[CH:15][C:16]([Cl:20])=[CH:17][CH:18]=3)[N:13]([CH3:23])[C:12]=2[CH3:21])[CH:5]=1. The catalyst class is: 198.